From a dataset of Reaction yield outcomes from USPTO patents with 853,638 reactions. Predict the reaction yield, written as a fraction of the theoretical maximum amount of product (1.0 means a 100% yield; for example, 0.34 means a 34% yield). (1) The reactants are [C:1]([O:4][C:5]1[C:6]([O:14][CH3:15])=[C:7](I)[CH:8]=[CH:9][C:10]=1[O:11][CH3:12])(=[O:3])[CH3:2].[C:16]([C:18]1[N:22]([CH3:23])[CH:21]=[N:20][CH:19]=1)#[CH:17]. The catalyst is CC#N.CCN(CC)CC.Cl[Pd](Cl)([P](C1C=CC=CC=1)(C1C=CC=CC=1)C1C=CC=CC=1)[P](C1C=CC=CC=1)(C1C=CC=CC=1)C1C=CC=CC=1. The product is [CH3:15][O:14][C:6]1[C:7]([C:17]#[C:16][C:18]2[N:22]([CH3:23])[CH:21]=[N:20][CH:19]=2)=[CH:8][CH:9]=[C:10]([O:11][CH3:12])[C:5]=1[O:4][C:1](=[O:3])[CH3:2]. The yield is 0.560. (2) The yield is 0.590. The catalyst is O1CCCC1. The reactants are [H-].[Al+3].[Li+].[H-].[H-].[H-].[N:7]1[CH:12]=[CH:11][CH:10]=[CH:9][C:8]=1[C:13]1[CH:18]=[CH:17][C:16]([CH:19]([C:25](OCC)=[O:26])[C:20](OCC)=[O:21])=[CH:15][CH:14]=1.O. The product is [N:7]1[CH:12]=[CH:11][CH:10]=[CH:9][C:8]=1[C:13]1[CH:18]=[CH:17][C:16]([CH:19]([CH2:25][OH:26])[CH2:20][OH:21])=[CH:15][CH:14]=1. (3) The reactants are C(N(CC)CC)C.[OH:8][C:9]1[CH:19]=[CH:18][CH:17]=[C:11]2[C:12]([O:14][C:15](=[O:16])[C:10]=12)=O.Cl.[NH2:21][CH:22]1[CH2:28][CH2:27][C:26](=[O:29])[NH:25][C:23]1=[O:24]. The catalyst is CN(C=O)C. The product is [O:24]=[C:23]1[CH:22]([N:21]2[C:15](=[O:16])[C:10]3[C:11](=[CH:17][CH:18]=[CH:19][C:9]=3[OH:8])[C:12]2=[O:14])[CH2:28][CH2:27][C:26](=[O:29])[NH:25]1. The yield is 0.560.